From a dataset of Peptide-MHC class I binding affinity with 185,985 pairs from IEDB/IMGT. Regression. Given a peptide amino acid sequence and an MHC pseudo amino acid sequence, predict their binding affinity value. This is MHC class I binding data. (1) The peptide sequence is ILSDENYLLK. The MHC is HLA-A11:01 with pseudo-sequence HLA-A11:01. The binding affinity (normalized) is 0.689. (2) The peptide sequence is FRKAQIQGL. The MHC is HLA-A23:01 with pseudo-sequence HLA-A23:01. The binding affinity (normalized) is 0. (3) The peptide sequence is NMVSDTIMK. The MHC is HLA-A03:01 with pseudo-sequence HLA-A03:01. The binding affinity (normalized) is 0.213. (4) The peptide sequence is QLDQRRALL. The MHC is HLA-B57:01 with pseudo-sequence HLA-B57:01. The binding affinity (normalized) is 0.0847. (5) The binding affinity (normalized) is 0.0118. The MHC is HLA-B45:01 with pseudo-sequence HLA-B45:01. The peptide sequence is HDWLMDSPM. (6) The peptide sequence is GVPELGAFF. The MHC is HLA-A02:19 with pseudo-sequence HLA-A02:19. The binding affinity (normalized) is 0.0847. (7) The peptide sequence is QEEHKETWHY. The MHC is HLA-B44:03 with pseudo-sequence HLA-B44:03. The binding affinity (normalized) is 0.441.